From a dataset of Catalyst prediction with 721,799 reactions and 888 catalyst types from USPTO. Predict which catalyst facilitates the given reaction. (1) Reactant: [O:1]1[C:5]([C:6]2[CH:11]=[CH:10][C:9]([NH:12][C:13]3[N:14]=[C:15](OS(C(F)(F)F)(=O)=O)[C:16]4[CH2:22][N:21]([C:23]([O:25][C:26]([CH3:29])([CH3:28])[CH3:27])=[O:24])[CH2:20][CH2:19][C:17]=4[N:18]=3)=[CH:8][CH:7]=2)=[CH:4][N:3]=[CH:2]1.[O:38]1[CH2:42][CH2:41][CH2:40][C@H:39]1[CH2:43][NH2:44]. The catalyst class is: 3. Product: [O:1]1[C:5]([C:6]2[CH:11]=[CH:10][C:9]([NH:12][C:13]3[N:14]=[C:15]([NH:44][CH2:43][C@@H:39]4[CH2:40][CH2:41][CH2:42][O:38]4)[C:16]4[CH2:22][N:21]([C:23]([O:25][C:26]([CH3:29])([CH3:28])[CH3:27])=[O:24])[CH2:20][CH2:19][C:17]=4[N:18]=3)=[CH:8][CH:7]=2)=[CH:4][N:3]=[CH:2]1. (2) Reactant: [CH3:1][O:2][C:3]1[N:13]=[CH:12][C:11]2[S:10][CH2:9][CH2:8][N:7]([CH2:14][C:15]3[CH:16]=[C:17]([CH:22]=[CH:23][CH:24]=3)[C:18]([O:20]C)=[O:19])[CH2:6][C:5]=2[CH:4]=1.CO.C1COCC1.[OH-].[Li+]. Product: [CH3:1][O:2][C:3]1[N:13]=[CH:12][C:11]2[S:10][CH2:9][CH2:8][N:7]([CH2:14][C:15]3[CH:16]=[C:17]([CH:22]=[CH:23][CH:24]=3)[C:18]([OH:20])=[O:19])[CH2:6][C:5]=2[CH:4]=1. The catalyst class is: 6.